This data is from Forward reaction prediction with 1.9M reactions from USPTO patents (1976-2016). The task is: Predict the product of the given reaction. (1) Given the reactants Br[C:2]1[CH:7]=[CH:6][C:5]([C:8]#[N:9])=[CH:4][N:3]=1.C(=O)([O-])[O-].[Cs+].[Cs+].CC1(C)C2C=CC=C(P(C3C=CC=CC=3)C3C=CC=CC=3)C=2OC2C1=CC=CC=2P(C1C=CC=CC=1)C1C=CC=CC=1.[CH3:58][O:59][C:60]([C:62]1[C:74]2[C:73]3[C:68](=[CH:69][CH:70]=[CH:71][CH:72]=3)[NH:67][C:66]=2[CH:65]=[CH:64][CH:63]=1)=[O:61], predict the reaction product. The product is: [CH3:58][O:59][C:60]([C:62]1[C:74]2[C:73]3[C:68](=[CH:69][CH:70]=[CH:71][CH:72]=3)[N:67]([C:2]3[CH:7]=[CH:6][C:5]([C:8]#[N:9])=[CH:4][N:3]=3)[C:66]=2[CH:65]=[CH:64][CH:63]=1)=[O:61]. (2) Given the reactants [NH2:1][C:2]1[S:3][C:4]2[CH:10]=[CH:9][CH:8]=[CH:7][C:5]=2[N:6]=1.[Cl:11][C:12]1[CH:17]=[CH:16][C:15]([C:18](Cl)=[O:19])=[CH:14][N:13]=1, predict the reaction product. The product is: [S:3]1[C:4]2[CH:10]=[CH:9][CH:8]=[CH:7][C:5]=2[N:6]=[C:2]1[NH:1][C:18](=[O:19])[C:15]1[CH:16]=[CH:17][C:12]([Cl:11])=[N:13][CH:14]=1.